From a dataset of Reaction yield outcomes from USPTO patents with 853,638 reactions. Predict the reaction yield, written as a fraction of the theoretical maximum amount of product (1.0 means a 100% yield; for example, 0.34 means a 34% yield). (1) The reactants are Cl[C:2]1[CH:3]=[CH:4][C:5]2[N:6]=[CH:7][N:8]=[C:9]([S:12][CH:13]3[CH2:18][CH2:17][CH2:16][CH2:15][CH2:14]3)[C:10]=2[N:11]=1.Cl[C:20]1[CH:25]=[C:24](Cl)[CH:23]=[CH:22][C:21]=1[S:27]([NH:30][C:31]1[CH:32]=[N:33][CH:34]=[C:35](C2C=CC3N=CN=C(OC4CCOCC4)C=3N=2)[CH:36]=1)(=[O:29])=[O:28].C(=O)(O)[O-].[Na+]. The catalyst is O1CCOCC1.C1C=CC(P(C2C=CC=CC=2)[C-]2C=CC=C2)=CC=1.C1C=CC(P(C2C=CC=CC=2)[C-]2C=CC=C2)=CC=1.Cl[Pd]Cl.[Fe+2].C(Cl)Cl. The product is [CH:13]1([S:12][C:9]2[C:10]3[N:11]=[C:2]([C:35]4[CH:36]=[C:31]([NH:30][S:27]([C:21]5[CH:20]=[CH:25][CH:24]=[CH:23][CH:22]=5)(=[O:28])=[O:29])[CH:32]=[N:33][CH:34]=4)[CH:3]=[CH:4][C:5]=3[N:6]=[CH:7][N:8]=2)[CH2:18][CH2:17][CH2:16][CH2:15][CH2:14]1. The yield is 0.890. (2) The reactants are [C:1]([C:5]1[N:10]=[C:9]([O:11][C:12]2[C:17]([CH3:18])=[CH:16][C:15]([CH3:19])=[CH:14][C:13]=2[CH3:20])[C:8]([C:21]#N)=[CH:7][CH:6]=1)([CH3:4])([CH3:3])[CH3:2].[OH-:23].[K+].CCO.[OH2:28]. No catalyst specified. The yield is 0.960. The product is [C:1]([C:5]1[N:10]=[C:9]([O:11][C:12]2[C:17]([CH3:18])=[CH:16][C:15]([CH3:19])=[CH:14][C:13]=2[CH3:20])[C:8]([C:21]([OH:28])=[O:23])=[CH:7][CH:6]=1)([CH3:4])([CH3:3])[CH3:2].